From a dataset of Forward reaction prediction with 1.9M reactions from USPTO patents (1976-2016). Predict the product of the given reaction. (1) Given the reactants [F:1][C:2]1[C:3]([NH:24][C:25]2[CH:30]=[CH:29][C:28]([I:31])=[CH:27][C:26]=2[F:32])=[C:4]([CH:12]=[C:13]([CH2:16][NH:17][O:18][CH2:19][CH2:20][S:21]([CH3:23])=[O:22])[C:14]=1[F:15])[C:5]([NH:7][O:8][CH2:9][CH2:10][OH:11])=[O:6].CO.I([O-])(=O)(=O)=[O:36].[Na+], predict the reaction product. The product is: [F:1][C:2]1[C:3]([NH:24][C:25]2[CH:30]=[CH:29][C:28]([I:31])=[CH:27][C:26]=2[F:32])=[C:4]([CH:12]=[C:13]([CH2:16][NH:17][O:18][CH2:19][CH2:20][S:21]([CH3:23])(=[O:36])=[O:22])[C:14]=1[F:15])[C:5]([NH:7][O:8][CH2:9][CH2:10][OH:11])=[O:6]. (2) Given the reactants [F:1][C:2]1[CH:3]=[N:4][CH:5]=[CH:6][C:7]=1[C:8]1[C:9]([O:16]C)=[N:10][C:11]([O:14]C)=[N:12][CH:13]=1.CC(O)C.C(Cl)[Cl:23], predict the reaction product. The product is: [ClH:23].[F:1][C:2]1[CH:3]=[N:4][CH:5]=[CH:6][C:7]=1[C:8]1[C:9](=[O:16])[NH:10][C:11](=[O:14])[NH:12][CH:13]=1. (3) Given the reactants [NH2:1][C:2]1[CH:7]=[CH:6][C:5]([S:8]([NH:11][C@H:12]2[CH2:16][CH2:15][O:14][C:13]2=[O:17])(=[O:10])=[O:9])=[CH:4][CH:3]=1.[C:18](Cl)(=[O:25])[C:19]1[CH:24]=[CH:23][CH:22]=[CH:21][CH:20]=1, predict the reaction product. The product is: [O:17]=[C:13]1[C@@H:12]([NH:11][S:8]([C:5]2[CH:6]=[CH:7][C:2]([NH:1][C:18](=[O:25])[C:19]3[CH:24]=[CH:23][CH:22]=[CH:21][CH:20]=3)=[CH:3][CH:4]=2)(=[O:10])=[O:9])[CH2:16][CH2:15][O:14]1. (4) Given the reactants ClC(O[C:5]1[C:13]2[NH:12][C:11]([OH:14])=[N:10][C:9]=2[CH:8]=[CH:7][CH:6]=1)=O.[C:15]([OH:24])(=[O:23])[C:16]1[C:17](=[CH:19][CH:20]=[CH:21][CH:22]=1)[NH2:18].C1C[O:28][CH2:27]C1, predict the reaction product. The product is: [C:15]([C:16]1[CH:22]=[CH:21][CH:20]=[CH:19][C:17]=1[NH:18][C:27]([N:10]1[C:9]2[CH:8]=[CH:7][CH:6]=[CH:5][C:13]=2[NH:12][C:11]1=[O:14])=[O:28])([OH:24])=[O:23].